From a dataset of Catalyst prediction with 721,799 reactions and 888 catalyst types from USPTO. Predict which catalyst facilitates the given reaction. (1) Reactant: [Cl:1][C:2]1[C:3]([C:9](=[N:24][O:25][CH2:26][CH3:27])[CH2:10][NH:11][C:12](=[O:23])[C:13]2[CH:18]=[CH:17][CH:16]=[CH:15][C:14]=2[C:19]([F:22])([F:21])[F:20])=[N:4][CH:5]=[C:6]([Cl:8])[CH:7]=1. Product: [Cl:1][C:2]1[C:3](/[C:9](=[N:24]\[O:25][CH2:26][CH3:27])/[CH2:10][NH:11][C:12](=[O:23])[C:13]2[CH:18]=[CH:17][CH:16]=[CH:15][C:14]=2[C:19]([F:21])([F:20])[F:22])=[N:4][CH:5]=[C:6]([Cl:8])[CH:7]=1. The catalyst class is: 10. (2) Reactant: Br[C:2]1[CH:7]=[C:6]([CH3:8])[N:5]=[C:4]([O:9][C:10]2[C:15]([CH3:16])=[CH:14][C:13]([CH3:17])=[CH:12][C:11]=2[CH3:18])[C:3]=1[CH3:19].[Li]CCCC.[CH:25](=[O:28])[CH2:26][CH3:27]. Product: [CH3:19][C:3]1[C:4]([O:9][C:10]2[C:15]([CH3:16])=[CH:14][C:13]([CH3:17])=[CH:12][C:11]=2[CH3:18])=[N:5][C:6]([CH3:8])=[CH:7][C:2]=1[CH:25]([OH:28])[CH2:26][CH3:27]. The catalyst class is: 1. (3) Reactant: C([O:3][C:4](=[O:26])[C:5]1[CH:10]=[CH:9][C:8]([Br:11])=[C:7]([CH2:12][N:13]([CH2:19][C:20]2[CH:25]=[CH:24][CH:23]=[CH:22][CH:21]=2)[C:14]([CH:16]2[CH2:18][CH2:17]2)=[O:15])[CH:6]=1)C.[Li+].[OH-].O.Cl. Product: [CH2:19]([N:13]([CH2:12][C:7]1[CH:6]=[C:5]([CH:10]=[CH:9][C:8]=1[Br:11])[C:4]([OH:26])=[O:3])[C:14]([CH:16]1[CH2:17][CH2:18]1)=[O:15])[C:20]1[CH:25]=[CH:24][CH:23]=[CH:22][CH:21]=1. The catalyst class is: 92. (4) Reactant: [NH2:1][CH2:2][C@H:3]([NH:7][C:8]([O:10][CH2:11][C:12]1[CH:17]=[CH:16][CH:15]=[CH:14][CH:13]=1)=[O:9])[C:4]([OH:6])=[O:5].[CH3:18][C:19](=[CH2:21])[CH3:20].OS(O)(=O)=O.C([O-])(O)=O.[Na+]. Product: [NH2:1][CH2:2][C@H:3]([NH:7][C:8]([O:10][CH2:11][C:12]1[CH:17]=[CH:16][CH:15]=[CH:14][CH:13]=1)=[O:9])[C:4]([O:6][C:19]([CH3:21])([CH3:20])[CH3:18])=[O:5]. The catalyst class is: 472. (5) Reactant: [CH3:1][O:2][C:3]1[CH:12]=[C:11]2[C:6]([CH:7]=[CH:8][CH:9]=[N:10]2)=[CH:5][CH:4]=1.[CH2:13]([I:16])[CH:14]=[CH2:15]. Product: [I-:16].[CH3:1][O:2][C:3]1[CH:12]=[C:11]2[C:6]([CH:7]=[CH:8][CH:9]=[N+:10]2[CH2:15][CH:14]=[CH2:13])=[CH:5][CH:4]=1. The catalyst class is: 11. (6) Reactant: [C:1]1([OH:7])[CH:6]=[CH:5][CH:4]=[CH:3][CH:2]=1.[H-].[Na+].Cl[C:11]1[C:20]2[CH:21]=[CH:22][S:23][C:19]=2[C:18]2[CH:17]=[CH:16][C:15]([C:24]#[N:25])=[CH:14][C:13]=2[N:12]=1.O. Product: [O:7]([C:11]1[C:20]2[CH:21]=[CH:22][S:23][C:19]=2[C:18]2[CH:17]=[CH:16][C:15]([C:24]#[N:25])=[CH:14][C:13]=2[N:12]=1)[C:1]1[CH:6]=[CH:5][CH:4]=[CH:3][CH:2]=1. The catalyst class is: 3. (7) Reactant: C([NH:9][C:10]([NH:12][C:13]1[CH:14]=[N:15][C:16]([O:19][C:20]2[C:21]([CH3:26])=[N:22][CH:23]=[CH:24][CH:25]=2)=[CH:17][CH:18]=1)=[S:11])(=O)C1C=CC=CC=1.[OH-].[Na+].Cl. Product: [CH3:26][C:21]1[C:20]([O:19][C:16]2[N:15]=[CH:14][C:13]([NH:12][C:10]([NH2:9])=[S:11])=[CH:18][CH:17]=2)=[CH:25][CH:24]=[CH:23][N:22]=1. The catalyst class is: 5. (8) Reactant: [Cl:1][C:2]1[NH:6][C:5]2[CH:7]=[CH:8][CH:9]=[CH:10][C:4]=2[N:3]=1.[H-].[Na+].Cl[CH2:14][C:15](=[O:17])[CH3:16].O. Product: [Cl:1][C:2]1[N:6]([CH2:14][C:15](=[O:17])[CH3:16])[C:5]2[CH:7]=[CH:8][CH:9]=[CH:10][C:4]=2[N:3]=1. The catalyst class is: 3. (9) Reactant: [C:1]([C:5]1[CH:22]=[CH:21][CH:20]=[CH:19][C:6]=1[O:7][CH:8]1[CH2:11][N:10]([C:12](=[O:18])[CH2:13][CH2:14][C:15](O)=[O:16])[CH2:9]1)([CH3:4])([CH3:3])[CH3:2].[CH3:23][S:24]([NH2:27])(=[O:26])=[O:25].C(N(CC)CC)C.CC1C=CC=C([N+]([O-])=O)C=1C(OC(=O)C1C([N+]([O-])=O)=CC=CC=1C)=O. Product: [C:1]([C:5]1[CH:22]=[CH:21][CH:20]=[CH:19][C:6]=1[O:7][CH:8]1[CH2:11][N:10]([C:12](=[O:18])[CH2:13][CH2:14][C:15]([NH:27][S:24]([CH3:23])(=[O:26])=[O:25])=[O:16])[CH2:9]1)([CH3:4])([CH3:3])[CH3:2]. The catalyst class is: 599.